This data is from Catalyst prediction with 721,799 reactions and 888 catalyst types from USPTO. The task is: Predict which catalyst facilitates the given reaction. Reactant: Cl.[Cl:2][C:3]1[C:4]([O:32]COC)=[CH:5][C:6]([O:28]COC)=[C:7]([CH:27]=1)[C:8]([N:10]1[CH2:18][C:17]2[C:12](=[CH:13][CH:14]=[CH:15][CH:16]=2)[CH:11]1[C:19]([NH:21][CH2:22][C:23]([F:26])([F:25])[F:24])=[O:20])=[O:9].C([O-])(O)=O.[Na+]. Product: [Cl:2][C:3]1[C:4]([OH:32])=[CH:5][C:6]([OH:28])=[C:7]([CH:27]=1)[C:8]([N:10]1[CH2:18][C:17]2[C:12](=[CH:13][CH:14]=[CH:15][CH:16]=2)[CH:11]1[C:19]([NH:21][CH2:22][C:23]([F:25])([F:26])[F:24])=[O:20])=[O:9]. The catalyst class is: 2.